This data is from Full USPTO retrosynthesis dataset with 1.9M reactions from patents (1976-2016). The task is: Predict the reactants needed to synthesize the given product. Given the product [F:1][C:2]1[CH:3]=[C:4]([C:12]2[CH:13]=[CH:14][C:15]3[N:16]([C:18]([CH2:21][O:22][C:23]4[C:32]5[C:27](=[CH:28][C:29]([O:33][CH3:34])=[CH:30][CH:31]=5)[N:26]=[CH:25][CH:24]=4)=[N:19][N:20]=3)[N:17]=2)[CH:5]=[CH:6][CH:7]=1, predict the reactants needed to synthesize it. The reactants are: [F:1][C:2]1[CH:3]=[C:4](B(O)O)[CH:5]=[CH:6][CH:7]=1.Cl[C:12]1[CH:13]=[CH:14][C:15]2[N:16]([C:18]([CH2:21][O:22][C:23]3[C:32]4[C:27](=[CH:28][C:29]([O:33][CH3:34])=[CH:30][CH:31]=4)[N:26]=[CH:25][CH:24]=3)=[N:19][N:20]=2)[N:17]=1.C(=O)([O-])[O-].[K+].[K+].